This data is from NCI-60 drug combinations with 297,098 pairs across 59 cell lines. The task is: Regression. Given two drug SMILES strings and cell line genomic features, predict the synergy score measuring deviation from expected non-interaction effect. (1) Drug 1: CC1=C(C(=CC=C1)Cl)NC(=O)C2=CN=C(S2)NC3=CC(=NC(=N3)C)N4CCN(CC4)CCO. Drug 2: CN(CC1=CN=C2C(=N1)C(=NC(=N2)N)N)C3=CC=C(C=C3)C(=O)NC(CCC(=O)O)C(=O)O. Cell line: NCIH23. Synergy scores: CSS=12.5, Synergy_ZIP=0.228, Synergy_Bliss=3.45, Synergy_Loewe=-10.1, Synergy_HSA=0.555. (2) Drug 1: CC1=C2C(C(=O)C3(C(CC4C(C3C(C(C2(C)C)(CC1OC(=O)C(C(C5=CC=CC=C5)NC(=O)OC(C)(C)C)O)O)OC(=O)C6=CC=CC=C6)(CO4)OC(=O)C)OC)C)OC. Drug 2: C1CC(C1)(C(=O)O)C(=O)O.[NH2-].[NH2-].[Pt+2]. Cell line: SW-620. Synergy scores: CSS=44.3, Synergy_ZIP=-9.14, Synergy_Bliss=-8.51, Synergy_Loewe=-15.9, Synergy_HSA=-3.23. (3) Drug 1: CC1=C(C(CCC1)(C)C)C=CC(=CC=CC(=CC(=O)O)C)C. Drug 2: CN1C(=O)N2C=NC(=C2N=N1)C(=O)N. Cell line: OVCAR3. Synergy scores: CSS=-3.48, Synergy_ZIP=0.349, Synergy_Bliss=-5.08, Synergy_Loewe=-5.40, Synergy_HSA=-7.35. (4) Drug 1: C1CC(C1)(C(=O)O)C(=O)O.[NH2-].[NH2-].[Pt+2]. Drug 2: CC1(CCCN1)C2=NC3=C(C=CC=C3N2)C(=O)N. Cell line: HT29. Synergy scores: CSS=7.72, Synergy_ZIP=-1.11, Synergy_Bliss=4.90, Synergy_Loewe=-1.67, Synergy_HSA=1.02.